The task is: Predict which catalyst facilitates the given reaction.. This data is from Catalyst prediction with 721,799 reactions and 888 catalyst types from USPTO. (1) Reactant: [NH2:1][C@@H:2]1[CH2:7][CH2:6][CH2:5][CH2:4][C@H:3]1[OH:8].[CH:9](=O)[C:10]1[CH:15]=[CH:14][CH:13]=[CH:12][CH:11]=1.O. Product: [CH:9](=[N:1][C@@H:2]1[CH2:7][CH2:6][CH2:5][CH2:4][C@H:3]1[OH:8])[C:10]1[CH:15]=[CH:14][CH:13]=[CH:12][CH:11]=1. The catalyst class is: 740. (2) Reactant: [CH3:1][O:2][C:3]1[CH:4]=[CH:5][CH:6]=[CH:7][C:8]=1[O:9][CH2:10][CH2:11][NH:12][CH2:13][CH:14]([OH:30])[CH2:15][O:16][C:17]1[CH:18]=[CH:19][CH:20]=[C:21]2[NH:29][C:28]3[CH:27]=[CH:26][CH:25]=[CH:24][C:23]=3[C:22]=12. Product: [CH3:1][O:2][C:3]1[CH:4]=[CH:5][CH:6]=[CH:7][C:8]=1[O:9][CH2:10][CH2:11][NH2:12].[CH3:1][O:2][C:3]1[CH:4]=[CH:5][CH:6]=[CH:7][C:8]=1[O:9][CH2:10][CH2:11][NH:12][CH2:13][CH:14]([OH:30])[CH2:15][O:16][C:17]1[CH:18]=[CH:19][CH:20]=[C:21]2[NH:29][C:28]3[CH:27]=[CH:26][CH:25]=[CH:24][C:23]=3[C:22]=12.[O:30]1[CH2:13][CH:14]1[CH2:15][O:16][C:17]1[C:22]2[C:23]3[C:28](=[CH:27][CH:26]=[CH:25][CH:24]=3)[NH:29][C:21]=2[CH:20]=[CH:19][CH:18]=1. The catalyst class is: 38.